Dataset: Catalyst prediction with 721,799 reactions and 888 catalyst types from USPTO. Task: Predict which catalyst facilitates the given reaction. (1) Reactant: [C:1]([O:5][C:6](=[O:22])[NH:7][C@H:8]([C:20]#[N:21])[CH2:9][C:10]1[CH:15]=[CH:14][C:13]([O:16][CH2:17][CH:18]=[CH2:19])=[CH:12][CH:11]=1)([CH3:4])([CH3:3])[CH3:2].C(O)(=O)C.C(N(CC)CC)C.[N-:34]=[N+:35]=[N-:36].[Na+]. Product: [C:1]([O:5][C:6](=[O:22])[NH:7][C@H:8]([C:20]1[NH:36][N:35]=[N:34][N:21]=1)[CH2:9][C:10]1[CH:11]=[CH:12][C:13]([O:16][CH2:17][CH:18]=[CH2:19])=[CH:14][CH:15]=1)([CH3:4])([CH3:2])[CH3:3]. The catalyst class is: 93. (2) Reactant: [N+:1]([C:4]1[CH:12]=[C:11]2[C:7]([C:8]([C:13]#[N:14])=[CH:9][NH:10]2)=[CH:6][CH:5]=1)([O-])=O. Product: [NH2:1][C:4]1[CH:12]=[C:11]2[C:7]([C:8]([C:13]#[N:14])=[CH:9][NH:10]2)=[CH:6][CH:5]=1. The catalyst class is: 50. (3) Reactant: [OH:1][C:2]1[CH:7]=[CH:6][C:5]([CH:8]([NH:11][C:12]([N:14]2[CH2:19][C:18](=[O:20])[NH:17][C:16]3[CH:21]=[CH:22][CH:23]=[N:24][C:15]2=3)=[O:13])[CH2:9][CH3:10])=[CH:4][CH:3]=1.[F:25][C:26]([F:39])([F:38])[S:27](O[S:27]([C:26]([F:39])([F:38])[F:25])(=[O:29])=[O:28])(=[O:29])=[O:28]. Product: [F:25][C:26]([F:39])([F:38])[S:27]([O:1][C:2]1[CH:7]=[CH:6][C:5]([CH:8]([NH:11][C:12]([N:14]2[CH2:19][C:18](=[O:20])[NH:17][C:16]3[CH:21]=[CH:22][CH:23]=[N:24][C:15]2=3)=[O:13])[CH2:9][CH3:10])=[CH:4][CH:3]=1)(=[O:29])=[O:28]. The catalyst class is: 17.